This data is from Forward reaction prediction with 1.9M reactions from USPTO patents (1976-2016). The task is: Predict the product of the given reaction. Given the reactants [NH2:1][C:2]1[N:6]([CH3:7])[C:5](=[O:8])[C:4]([C:19]2[CH:24]=[CH:23][C:22]([O:25][CH:26]([F:28])[F:27])=[CH:21][CH:20]=2)([C:9]2[CH:14]=[CH:13][CH:12]=[C:11]([C:15]#[C:16][CH2:17]O)[CH:10]=2)[N:3]=1.CCN(S(F)(F)[F:35])CC, predict the reaction product. The product is: [NH2:1][C:2]1[N:6]([CH3:7])[C:5](=[O:8])[C:4]([C:19]2[CH:24]=[CH:23][C:22]([O:25][CH:26]([F:28])[F:27])=[CH:21][CH:20]=2)([C:9]2[CH:14]=[CH:13][CH:12]=[C:11]([C:15]#[C:16][CH2:17][F:35])[CH:10]=2)[N:3]=1.